This data is from Forward reaction prediction with 1.9M reactions from USPTO patents (1976-2016). The task is: Predict the product of the given reaction. (1) Given the reactants [F:1][C:2]([F:15])([F:14])[C:3]([C:5]1[CH:13]=[CH:12][CH:11]=[CH:10][C:6]=1[C:7](O)=[O:8])=O.O.[NH2:17][NH2:18], predict the reaction product. The product is: [F:1][C:2]([F:15])([F:14])[C:3]1[C:5]2[C:6](=[CH:10][CH:11]=[CH:12][CH:13]=2)[C:7](=[O:8])[NH:18][N:17]=1. (2) The product is: [O:32]([C:23]1[C:22]2[N:21]=[CH:20][N:19]([CH2:18][CH2:17][OH:16])[C:31]=2[C:30]2[CH:29]=[CH:28][CH:27]=[CH:26][C:25]=2[N:24]=1)[C:33]1[CH:34]=[CH:35][CH:36]=[CH:37][CH:38]=1. Given the reactants OS(C(F)(F)F)(=O)=O.C([O:16][CH2:17][CH2:18][N:19]1[C:31]2[C:30]3[CH:29]=[CH:28][CH:27]=[CH:26][C:25]=3[N:24]=[C:23]([O:32][C:33]3[CH:38]=[CH:37][CH:36]=[CH:35][CH:34]=3)[C:22]=2[N:21]=[CH:20]1)C1C=CC=CC=1.CO.C(N(CC)CC)C, predict the reaction product. (3) Given the reactants [CH3:1][C:2]1[CH:3]=[C:4]([CH:14]=[CH:15][CH:16]=1)[O:5][C:6]1[CH:13]=[CH:12][C:9]([C:10]#[N:11])=[CH:8][CH:7]=1.[H-].[Al+3].[Li+].[H-].[H-].[H-].O.[OH-].[Na+], predict the reaction product. The product is: [CH3:1][C:2]1[CH:3]=[C:4]([CH:14]=[CH:15][CH:16]=1)[O:5][C:6]1[CH:13]=[CH:12][C:9]([CH2:10][NH2:11])=[CH:8][CH:7]=1. (4) Given the reactants [CH3:1][C:2]1[CH:7]=[CH:6][C:5](C)=[CH:4][C:3]=1[OH:9].[C:10](=O)([O-])[O-].[K+].[K+].Br[CH2:17][C:18]([O:20][CH2:21][CH3:22])=[O:19], predict the reaction product. The product is: [CH3:1][C:2]1[CH:7]=[C:6]([CH3:10])[CH:5]=[CH:4][C:3]=1[O:9][CH2:17][C:18]([O:20][CH2:21][CH3:22])=[O:19]. (5) The product is: [F:21][C:22]1[C:27]([C:2]2[N:7]=[C:6]([N:8]3[CH2:13][CH2:12][O:11][CH2:10][CH2:9]3)[N:5]=[C:4]([C:14]3[CH:15]=[CH:16][C:17]([NH2:20])=[N:18][CH:19]=3)[CH:3]=2)=[CH:26][CH:25]=[CH:24][N:23]=1. Given the reactants Cl[C:2]1[N:7]=[C:6]([N:8]2[CH2:13][CH2:12][O:11][CH2:10][CH2:9]2)[N:5]=[C:4]([C:14]2[CH:15]=[CH:16][C:17]([NH2:20])=[N:18][CH:19]=2)[CH:3]=1.[F:21][C:22]1[C:27](B2OC(C)(C)C(C)(C)O2)=[CH:26][CH:25]=[CH:24][N:23]=1.C([O-])([O-])=O.[Na+].[Na+], predict the reaction product. (6) Given the reactants [C:1]([NH:5][S:6]([C:9]1[C:18]2[C:13](=[CH:14][CH:15]=[CH:16][CH:17]=2)[C:12]([C:19]2[S:23][C:22]([C:24]([O:26][CH2:27][CH3:28])=[O:25])=[N:21][C:20]=2[CH2:29][OH:30])=[CH:11][CH:10]=1)(=[O:8])=[O:7])([CH3:4])([CH3:3])[CH3:2].O, predict the reaction product. The product is: [C:1]([NH:5][S:6]([C:9]1[C:18]2[C:13](=[CH:14][CH:15]=[CH:16][CH:17]=2)[C:12]([C:19]2[S:23][C:22]([C:24]([O:26][CH2:27][CH3:28])=[O:25])=[N:21][C:20]=2[CH:29]=[O:30])=[CH:11][CH:10]=1)(=[O:8])=[O:7])([CH3:3])([CH3:2])[CH3:4]. (7) Given the reactants C(OC([O:11][C:12]([CH3:15])([CH3:14])[CH3:13])=O)([O:11][C:12]([CH3:15])([CH3:14])[CH3:13])=O.[NH2:16][C:17]1[CH:25]=[CH:24][C:20]([C:21]([OH:23])=[O:22])=[CH:19][C:18]=1[CH3:26].[OH-].[Na+], predict the reaction product. The product is: [C:12]([O:11][NH:16][C:17]1[CH:25]=[CH:24][C:20]([C:21]([OH:23])=[O:22])=[CH:19][C:18]=1[CH3:26])([CH3:13])([CH3:14])[CH3:15].